From a dataset of NCI-60 drug combinations with 297,098 pairs across 59 cell lines. Regression. Given two drug SMILES strings and cell line genomic features, predict the synergy score measuring deviation from expected non-interaction effect. (1) Cell line: TK-10. Synergy scores: CSS=18.6, Synergy_ZIP=-3.12, Synergy_Bliss=0.458, Synergy_Loewe=-9.22, Synergy_HSA=-1.56. Drug 2: CN(C)N=NC1=C(NC=N1)C(=O)N. Drug 1: CC1C(C(CC(O1)OC2CC(CC3=C2C(=C4C(=C3O)C(=O)C5=C(C4=O)C(=CC=C5)OC)O)(C(=O)C)O)N)O.Cl. (2) Drug 1: CC1=C2C(C(=O)C3(C(CC4C(C3C(C(C2(C)C)(CC1OC(=O)C(C(C5=CC=CC=C5)NC(=O)C6=CC=CC=C6)O)O)OC(=O)C7=CC=CC=C7)(CO4)OC(=O)C)O)C)OC(=O)C. Drug 2: CCN(CC)CCCC(C)NC1=C2C=C(C=CC2=NC3=C1C=CC(=C3)Cl)OC. Cell line: NCI-H226. Synergy scores: CSS=37.7, Synergy_ZIP=0.938, Synergy_Bliss=-0.980, Synergy_Loewe=-19.1, Synergy_HSA=-0.247. (3) Drug 1: CCN(CC)CCNC(=O)C1=C(NC(=C1C)C=C2C3=C(C=CC(=C3)F)NC2=O)C. Drug 2: CS(=O)(=O)OCCCCOS(=O)(=O)C. Cell line: SK-MEL-2. Synergy scores: CSS=-0.725, Synergy_ZIP=-1.66, Synergy_Bliss=-4.03, Synergy_Loewe=-7.50, Synergy_HSA=-5.86. (4) Drug 1: C#CCC(CC1=CN=C2C(=N1)C(=NC(=N2)N)N)C3=CC=C(C=C3)C(=O)NC(CCC(=O)O)C(=O)O. Drug 2: CCN(CC)CCCC(C)NC1=C2C=C(C=CC2=NC3=C1C=CC(=C3)Cl)OC. Cell line: MDA-MB-231. Synergy scores: CSS=16.3, Synergy_ZIP=-4.87, Synergy_Bliss=-0.544, Synergy_Loewe=5.35, Synergy_HSA=2.67. (5) Drug 1: C1CC(C1)(C(=O)O)C(=O)O.[NH2-].[NH2-].[Pt+2]. Drug 2: CCN(CC)CCNC(=O)C1=C(NC(=C1C)C=C2C3=C(C=CC(=C3)F)NC2=O)C. Cell line: 786-0. Synergy scores: CSS=3.54, Synergy_ZIP=-4.72, Synergy_Bliss=-1.19, Synergy_Loewe=-0.506, Synergy_HSA=0.326. (6) Drug 1: CC(CN1CC(=O)NC(=O)C1)N2CC(=O)NC(=O)C2. Drug 2: CC1CCC2CC(C(=CC=CC=CC(CC(C(=O)C(C(C(=CC(C(=O)CC(OC(=O)C3CCCCN3C(=O)C(=O)C1(O2)O)C(C)CC4CCC(C(C4)OC)O)C)C)O)OC)C)C)C)OC. Cell line: HT29. Synergy scores: CSS=45.5, Synergy_ZIP=-15.0, Synergy_Bliss=-6.71, Synergy_Loewe=-0.251, Synergy_HSA=0.776.